Dataset: Forward reaction prediction with 1.9M reactions from USPTO patents (1976-2016). Task: Predict the product of the given reaction. (1) Given the reactants [N+:1]([C:4]1[CH:9]=[C:8]([C:10]([F:13])([F:12])[F:11])[CH:7]=[CH:6][C:5]=1[S:14](Cl)(=[O:16])=[O:15])([O-:3])=[O:2].[Cl:18][C:19]1[C:28]([NH2:29])=[C:27]2[C:22]([C:23]([O:30][CH3:31])=[CH:24][CH:25]=[N:26]2)=[CH:21][CH:20]=1, predict the reaction product. The product is: [Cl:18][C:19]1[C:28]([NH:29][S:14]([C:5]2[CH:6]=[CH:7][C:8]([C:10]([F:13])([F:12])[F:11])=[CH:9][C:4]=2[N+:1]([O-:3])=[O:2])(=[O:16])=[O:15])=[C:27]2[C:22]([C:23]([O:30][CH3:31])=[CH:24][CH:25]=[N:26]2)=[CH:21][CH:20]=1. (2) Given the reactants [C:1]1([C:7](=[O:15])[CH2:8][C:9]2[CH:14]=[CH:13][N:12]=[CH:11][CH:10]=2)[CH:6]=[CH:5][CH:4]=[CH:3][CH:2]=1.C([O-])(=O)C.[NH4+].C([BH3-])#[N:22].[Na+], predict the reaction product. The product is: [CH3:7][OH:15].[NH3:12].[C:1]1([CH:7]([NH2:22])[CH2:8][C:9]2[CH:14]=[CH:13][N:12]=[CH:11][CH:10]=2)[CH:6]=[CH:5][CH:4]=[CH:3][CH:2]=1. (3) Given the reactants [CH3:1][N:2]1[CH2:7][CH2:6][C:5]2[O:8][C:9]3[CH:14]=[CH:13][C:12]([S:15]([C:18]4[CH:23]=[CH:22][CH:21]=[CH:20][CH:19]=4)(=[O:17])=[O:16])=[CH:11][C:10]=3[C:4]=2[CH2:3]1.[ClH:24], predict the reaction product. The product is: [ClH:24].[CH3:1][N:2]1[CH2:7][CH2:6][C:5]2[O:8][C:9]3[CH:14]=[CH:13][C:12]([S:15]([C:18]4[CH:23]=[CH:22][CH:21]=[CH:20][CH:19]=4)(=[O:17])=[O:16])=[CH:11][C:10]=3[C:4]=2[CH2:3]1. (4) Given the reactants Cl[C:2]1[CH:3]=[CH:4][CH:5]=[C:6]2[C:10]=1[C:9](=[O:11])[CH:8]([CH2:12][CH:13]1[CH2:18][CH2:17][CH2:16][CH2:15][CH2:14]1)[CH2:7]2.[C:19]1(B(O)O)[C:28]2[C:23](=[CH:24][CH:25]=[CH:26][CH:27]=2)[CH:22]=[CH:21][CH:20]=1.C(=O)([O-])[O-].[Na+].[Na+].C(O)CO, predict the reaction product. The product is: [C:19]1([C:2]2[CH:3]=[CH:4][CH:5]=[C:6]3[C:10]=2[C:9](=[O:11])[CH:8]([CH2:12][CH:13]2[CH2:14][CH2:15][CH2:16][CH2:17][CH2:18]2)[CH2:7]3)[C:28]2[C:23](=[CH:24][CH:25]=[CH:26][CH:27]=2)[CH:22]=[CH:21][CH:20]=1.